Dataset: Full USPTO retrosynthesis dataset with 1.9M reactions from patents (1976-2016). Task: Predict the reactants needed to synthesize the given product. (1) Given the product [Si:1]([O:8][C@@H:9]([C@H:11]1[C:14](=[O:15])[N:13]([C:49](=[O:50])[C:48]([O:47][CH2:46][O:45][C:39](=[O:44])[C:40]([CH3:41])([CH3:42])[CH3:43])=[O:52])[C@@H:12]1[CH2:16][C:17]([C:19]1[CH:20]=[C:21]([CH:29]=[CH:30][CH:31]=1)[C:22]([O:24][C:25]([CH3:28])([CH3:27])[CH3:26])=[O:23])=[O:18])[CH3:10])([C:4]([CH3:7])([CH3:5])[CH3:6])([CH3:3])[CH3:2], predict the reactants needed to synthesize it. The reactants are: [Si:1]([O:8][C@@H:9]([C@H:11]1[C:14](=[O:15])[NH:13][C@@H:12]1[CH2:16][C:17]([C:19]1[CH:20]=[C:21]([CH:29]=[CH:30][CH:31]=1)[C:22]([O:24][C:25]([CH3:28])([CH3:27])[CH3:26])=[O:23])=[O:18])[CH3:10])([C:4]([CH3:7])([CH3:6])[CH3:5])([CH3:3])[CH3:2].C(N(CC)CC)C.[C:39]([O:45][CH2:46][O:47][C:48](=[O:52])[C:49](Cl)=[O:50])(=[O:44])[C:40]([CH3:43])([CH3:42])[CH3:41]. (2) Given the product [Cl:9][C:10]1[CH:11]=[C:12]([C:13]2([C@@H:15]3[CH2:20][CH2:19][CH2:18][N:17]([C:21]([O:23][C:24]([CH3:26])([CH3:27])[CH3:25])=[O:22])[CH2:16]3)[CH2:4][O:14]2)[CH:28]=[CH:29][CH:30]=1, predict the reactants needed to synthesize it. The reactants are: [H-].[Na+].[I-].[CH3:4][S+](C)(C)=O.[Cl:9][C:10]1[CH:11]=[C:12]([CH:28]=[CH:29][CH:30]=1)[C:13]([C@@H:15]1[CH2:20][CH2:19][CH2:18][N:17]([C:21]([O:23][C:24]([CH3:27])([CH3:26])[CH3:25])=[O:22])[CH2:16]1)=[O:14].